Dataset: Full USPTO retrosynthesis dataset with 1.9M reactions from patents (1976-2016). Task: Predict the reactants needed to synthesize the given product. (1) Given the product [CH2:30]([O:37][C:38]1[CH:39]=[CH:40][C:41]([C:42]([NH:44][CH2:45][C@@H:46]([C:57](=[O:60])[NH:58][OH:59])[N:47]2[CH2:48][CH2:49][N:50]([S:53]([CH3:56])(=[O:54])=[O:55])[CH2:51][CH2:52]2)=[O:43])=[CH:61][CH:62]=1)[CH2:31][CH2:32][CH3:33], predict the reactants needed to synthesize it. The reactants are: C(OC1C=CC(C(NC[C@H](N2CCN(S(C)(=O)=O)CC2)C(O)=O)=O)=CC=1)CCC.[CH2:30]([O:37][C:38]1[CH:62]=[CH:61][C:41]([C:42]([NH:44][CH2:45][C@@H:46]([C:57](=[O:60])[NH:58][OH:59])[N:47]2[CH2:52][CH2:51][N:50]([S:53]([CH3:56])(=[O:55])=[O:54])[CH2:49][CH2:48]2)=[O:43])=[CH:40][CH:39]=1)[C:31]1C=CC=[CH:33][CH:32]=1. (2) Given the product [CH3:16][CH:15]([CH3:17])[CH2:14][CH:13]([C:2]1[CH:3]=[N:4][CH:5]=[CH:6][CH:7]=1)[OH:18], predict the reactants needed to synthesize it. The reactants are: Br[C:2]1[CH:3]=[N:4][CH:5]=[CH:6][CH:7]=1.C([Mg]Cl)(C)C.[CH:13](=[O:18])[CH2:14][CH:15]([CH3:17])[CH3:16]. (3) Given the product [Br:8][C:9]([CH3:28])([CH3:27])[C:10]([O:12][CH2:13][C:14]([CH2:19][O:20][C:21](=[O:26])[C:22]([Br:25])([CH3:23])[CH3:24])([CH3:18])[C:15]([O:17][CH2:6][CH2:5][O:4][CH2:1][CH:2]=[CH2:3])=[O:16])=[O:11], predict the reactants needed to synthesize it. The reactants are: [CH2:1]([O:4][CH:5](O)[CH3:6])[CH:2]=[CH2:3].[Br:8][C:9]([CH3:28])([CH3:27])[C:10]([O:12][CH2:13][C:14]([CH2:19][O:20][C:21](=[O:26])[C:22]([Br:25])([CH3:24])[CH3:23])([CH3:18])[C:15]([OH:17])=[O:16])=[O:11].C1(C)C=CC(S([O-])(=O)=O)=CC=1.C[N+]1(C)C=CC=CC1.C1CCC(N=C=NC2CCCCC2)CC1. (4) Given the product [CH3:1][O:2][C:3]1[CH:4]=[C:5]2[C:10](=[CH:11][C:12]=1[O:13][CH2:14][CH2:15][CH2:16][N:19]1[CH2:24][CH2:23][O:22][CH2:21][CH2:20]1)[N:9]=[CH:8][NH:7][C:6]2=[O:18], predict the reactants needed to synthesize it. The reactants are: [CH3:1][O:2][C:3]1[CH:4]=[C:5]2[C:10](=[CH:11][C:12]=1[O:13][CH2:14][CH2:15][CH2:16]Cl)[N:9]=[CH:8][NH:7][C:6]2=[O:18].[NH:19]1[CH2:24][CH2:23][O:22][CH2:21][CH2:20]1.[OH-].[Na+]. (5) The reactants are: Br[C:2]1[CH:3]=[CH:4][C:5]([Cl:12])=[C:6]([C:8]([F:11])([F:10])[F:9])[CH:7]=1.[NH:13]1[CH2:18][CH2:17][NH:16][CH2:15][CH2:14]1. Given the product [Cl:12][C:5]1[CH:4]=[CH:3][C:2]([N:13]2[CH2:18][CH2:17][NH:16][CH2:15][CH2:14]2)=[CH:7][C:6]=1[C:8]([F:11])([F:10])[F:9], predict the reactants needed to synthesize it. (6) The reactants are: [CH:1]1([CH2:7][O:8][N:9]2C(=O)C3C(=CC=CC=3)C2=O)[CH2:6][CH2:5][CH2:4][CH2:3][CH2:2]1.NN.[CH3:22][O:23][C:24]1[CH:29]=[CH:28][C:27]([S:30](Cl)(=[O:32])=[O:31])=[CH:26][CH:25]=1.C(N(C(C)C)CC)(C)C. Given the product [CH:1]1([CH2:7][O:8][NH:9][S:30]([C:27]2[CH:26]=[CH:25][C:24]([O:23][CH3:22])=[CH:29][CH:28]=2)(=[O:32])=[O:31])[CH2:2][CH2:3][CH2:4][CH2:5][CH2:6]1, predict the reactants needed to synthesize it. (7) Given the product [OH:20][C:21]1([CH2:24][O:25][C@H:26]2[CH2:27][CH2:28][C@H:29]([N:32]3[C:37](=[O:38])[C:36]([CH2:39][C:40]4[CH:41]=[CH:42][C:43]([C:46]5[CH:51]=[CH:50][CH:49]=[CH:48][C:47]=5[C:52]5[NH:53][C:4](=[O:7])[O:5][N:3]=5)=[CH:44][CH:45]=4)=[C:35]([CH2:54][CH2:55][CH3:56])[N:34]4[N:57]=[CH:58][N:59]=[C:33]34)[CH2:30][CH2:31]2)[CH2:22][CH2:23]1, predict the reactants needed to synthesize it. The reactants are: [Cl-].O[NH3+:3].[C:4](=[O:7])([O-])[OH:5].[Na+].CS(C)=O.[Si]([O:20][C:21]1([CH2:24][O:25][C@H:26]2[CH2:31][CH2:30][C@H:29]([N:32]3[C:37](=[O:38])[C:36]([CH2:39][C:40]4[CH:45]=[CH:44][C:43]([C:46]5[C:47]([C:52]#[N:53])=[CH:48][CH:49]=[CH:50][CH:51]=5)=[CH:42][CH:41]=4)=[C:35]([CH2:54][CH2:55][CH3:56])[N:34]4[N:57]=[CH:58][N:59]=[C:33]34)[CH2:28][CH2:27]2)[CH2:23][CH2:22]1)(C(C)(C)C)(C)C.